Dataset: Peptide-MHC class I binding affinity with 185,985 pairs from IEDB/IMGT. Task: Regression. Given a peptide amino acid sequence and an MHC pseudo amino acid sequence, predict their binding affinity value. This is MHC class I binding data. (1) The peptide sequence is NNIEFNFTY. The MHC is HLA-B57:01 with pseudo-sequence HLA-B57:01. The binding affinity (normalized) is 0.0847. (2) The peptide sequence is QQRPDLILV. The MHC is HLA-A02:11 with pseudo-sequence HLA-A02:11. The binding affinity (normalized) is 0.0847. (3) The peptide sequence is MINYYNEMSR. The MHC is HLA-A33:01 with pseudo-sequence HLA-A33:01. The binding affinity (normalized) is 0.445. (4) The peptide sequence is YYKKTFSAL. The MHC is HLA-B83:01 with pseudo-sequence HLA-B83:01. The binding affinity (normalized) is 0.213. (5) The peptide sequence is MLVGHMPFM. The MHC is HLA-A11:01 with pseudo-sequence HLA-A11:01. The binding affinity (normalized) is 0.0847. (6) The peptide sequence is NPNMSCDD. The MHC is H-2-Db with pseudo-sequence H-2-Db. The binding affinity (normalized) is 0. (7) The peptide sequence is AAMYQYIFL. The MHC is HLA-A02:01 with pseudo-sequence HLA-A02:01. The binding affinity (normalized) is 0.396.